From a dataset of Reaction yield outcomes from USPTO patents with 853,638 reactions. Predict the reaction yield, written as a fraction of the theoretical maximum amount of product (1.0 means a 100% yield; for example, 0.34 means a 34% yield). (1) The reactants are [CH3:1][C:2]1[CH:7]=[CH:6][C:5]([C:8](=[O:10])[CH3:9])=[CH:4][CH:3]=1.C1C(=O)N([Br:18])C(=O)C1. The catalyst is C(Cl)(Cl)(Cl)Cl.CC(N=NC(C#N)(C)C)(C#N)C. The product is [C:8]([C:5]1[CH:6]=[CH:7][C:2]([CH2:1][Br:18])=[CH:3][CH:4]=1)(=[O:10])[CH3:9]. The yield is 0.650. (2) The reactants are [CH3:1][O:2][C:3]1[CH:4]=[C:5]2[C:10](=[CH:11][C:12]=1[O:13][CH3:14])[N:9]=[CH:8][CH:7]=[C:6]2[O:15][C:16]1[C:22]([CH3:23])=[CH:21][C:19]([NH2:20])=[C:18]([CH3:24])[CH:17]=1.ClC(Cl)(O[C:29](=[O:35])[O:30][C:31](Cl)(Cl)Cl)Cl.[CH3:37][O:38][C:39]1[CH:44]=[CH:43][CH:42]=[CH:41][C:40]=1CO.C(=O)(O)[O-].[Na+]. The catalyst is C(Cl)Cl.C(N(CC)CC)C.C1(C)C=CC=CC=1. The product is [CH3:1][O:2][C:3]1[CH:4]=[C:5]2[C:10](=[CH:11][C:12]=1[O:13][CH3:14])[N:9]=[CH:8][CH:7]=[C:6]2[O:15][C:16]1[C:22]([CH3:23])=[CH:21][C:19]([NH:20][C:29](=[O:35])[O:30][CH2:31][C:40]2[CH:41]=[CH:42][CH:43]=[CH:44][C:39]=2[O:38][CH3:37])=[C:18]([CH3:24])[CH:17]=1. The yield is 0.800. (3) The reactants are [N+:1]([C:4]1[CH:5]=[C:6]2[C:10](=[CH:11][CH:12]=1)[NH:9][C:8]([C:13]([O:15][CH2:16][CH3:17])=[O:14])=[CH:7]2)([O-])=O. The catalyst is C(O)C.[Pd]. The product is [NH2:1][C:4]1[CH:5]=[C:6]2[C:10](=[CH:11][CH:12]=1)[NH:9][C:8]([C:13]([O:15][CH2:16][CH3:17])=[O:14])=[CH:7]2. The yield is 0.600. (4) The reactants are C[C:2]1[CH:10]=[C:9]([CH:11]([C:13]2[CH:18]=[CH:17][CH:16]=[CH:15][CH:14]=2)[CH3:12])[CH:8]=[CH:7][C:3]=1[C:4]([OH:6])=O.ON1C2C=CC=CC=2N=N1.Cl.CN(C)CCCN=C=NCC.C(N(CC)CC)C.[NH2:48][CH2:49][C:50]1[C:51]([OH:58])=[N:52][C:53]([CH3:57])=[CH:54][C:55]=1[CH3:56]. The catalyst is ClCCl. The product is [OH:58][C:51]1[C:50]([CH2:49][NH:48][C:4](=[O:6])[C:3]2[CH:2]=[CH:10][C:9]([CH:11]([C:13]3[CH:14]=[CH:15][CH:16]=[CH:17][CH:18]=3)[CH3:12])=[CH:8][CH:7]=2)=[C:55]([CH3:56])[CH:54]=[C:53]([CH3:57])[N:52]=1. The yield is 0.900. (5) The reactants are [CH3:1][O:2][C:3]1[C:8]2[O:9][CH2:10][O:11][C:7]=2[CH:6]=[C:5]([CH2:12]O)[CH:4]=1.C([O-])(O)=O.[Na+].O=S(Cl)[Cl:21]. No catalyst specified. The product is [Cl:21][CH2:12][C:5]1[CH:4]=[C:3]([O:2][CH3:1])[C:8]2[O:9][CH2:10][O:11][C:7]=2[CH:6]=1. The yield is 0.940. (6) The catalyst is C1COCC1.CO. The reactants are [CH3:1][C:2]1[C:10]2[C:9](=[O:11])[NH:8][CH:7]=[N:6][C:5]=2[S:4][C:3]=1[C:12]([O:14]CC)=[O:13].O.O.[OH-].[Li+]. The product is [CH3:1][C:2]1[C:10]2[C:9](=[O:11])[NH:8][CH:7]=[N:6][C:5]=2[S:4][C:3]=1[C:12]([OH:14])=[O:13]. The yield is 0.940.